Dataset: Merck oncology drug combination screen with 23,052 pairs across 39 cell lines. Task: Regression. Given two drug SMILES strings and cell line genomic features, predict the synergy score measuring deviation from expected non-interaction effect. (1) Drug 1: CN1C(=O)C=CC2(C)C3CCC4(C)C(NC(=O)OCC(F)(F)F)CCC4C3CCC12. Drug 2: CCc1cnn2c(NCc3ccc[n+]([O-])c3)cc(N3CCCCC3CCO)nc12. Cell line: A375. Synergy scores: synergy=9.63. (2) Drug 1: CCC1(O)C(=O)OCc2c1cc1n(c2=O)Cc2cc3c(CN(C)C)c(O)ccc3nc2-1. Drug 2: CCc1cnn2c(NCc3ccc[n+]([O-])c3)cc(N3CCCCC3CCO)nc12. Cell line: OVCAR3. Synergy scores: synergy=-13.9. (3) Drug 1: Nc1ccn(C2OC(CO)C(O)C2(F)F)c(=O)n1. Drug 2: Cn1nnc2c(C(N)=O)ncn2c1=O. Cell line: PA1. Synergy scores: synergy=1.14. (4) Drug 1: NC(=O)c1cccc2cn(-c3ccc(C4CCCNC4)cc3)nc12. Drug 2: NC1(c2ccc(-c3nc4ccn5c(=O)[nH]nc5c4cc3-c3ccccc3)cc2)CCC1. Cell line: MSTO. Synergy scores: synergy=13.2. (5) Drug 1: CN(C)C(=N)N=C(N)N. Drug 2: COC1CC2CCC(C)C(O)(O2)C(=O)C(=O)N2CCCCC2C(=O)OC(C(C)CC2CCC(OP(C)(C)=O)C(OC)C2)CC(=O)C(C)C=C(C)C(O)C(OC)C(=O)C(C)CC(C)C=CC=CC=C1C. Cell line: NCIH2122. Synergy scores: synergy=3.21.